Predict the product of the given reaction. From a dataset of Forward reaction prediction with 1.9M reactions from USPTO patents (1976-2016). (1) The product is: [C:1]([C:3]1[CH:12]=[CH:11][C:6]([C:7]([O:9][CH3:10])=[O:8])=[CH:5][C:4]=1[N:14]1[CH:18]=[CH:17][CH:16]=[N:15]1)#[N:2]. Given the reactants [C:1]([C:3]1[CH:12]=[CH:11][C:6]([C:7]([O:9][CH3:10])=[O:8])=[CH:5][C:4]=1F)#[N:2].[NH:14]1[CH:18]=[CH:17][CH:16]=[N:15]1.[H-].[Na+], predict the reaction product. (2) Given the reactants [CH3:1][C:2]1([CH3:8])[CH2:6][NH:5][CH2:4][C@@H:3]1[OH:7].C(N(CC)CC)C.[C:16]([O:20][C:21](O[C:21]([O:20][C:16]([CH3:19])([CH3:18])[CH3:17])=[O:22])=[O:22])([CH3:19])([CH3:18])[CH3:17], predict the reaction product. The product is: [C:16]([O:20][C:21]([N:5]1[CH2:4][C@H:3]([OH:7])[C:2]([CH3:8])([CH3:1])[CH2:6]1)=[O:22])([CH3:19])([CH3:18])[CH3:17].